Dataset: Reaction yield outcomes from USPTO patents with 853,638 reactions. Task: Predict the reaction yield, written as a fraction of the theoretical maximum amount of product (1.0 means a 100% yield; for example, 0.34 means a 34% yield). (1) The reactants are [C:1]([O:5][C:6]([N:8]1[CH2:13][CH2:12][O:11][CH2:10][CH:9]1[C:14](=[NH:17])[NH:15][OH:16])=[O:7])([CH3:4])([CH3:3])[CH3:2].[Cl:18][C:19]1[CH:20]=[C:21]([CH:25]=[CH:26][CH:27]=1)[C:22](O)=O.C1C=CC2N(O)N=NC=2C=1.CCN=C=NCCCN(C)C. The catalyst is CN(C)C=O.ClCCl. The product is [C:1]([O:5][C:6]([N:8]1[CH2:13][CH2:12][O:11][CH2:10][CH:9]1[C:14]1[N:17]=[C:22]([C:21]2[CH:25]=[CH:26][CH:27]=[C:19]([Cl:18])[CH:20]=2)[O:16][N:15]=1)=[O:7])([CH3:4])([CH3:2])[CH3:3]. The yield is 0.670. (2) The reactants are FC(F)(F)C(O)=O.C(OC([N:15]1[CH2:20][CH2:19][O:18][C@H:17]([C:21]2[CH:26]=[CH:25][C:24]([NH:27][C:28]([C:30]3[C:38]4[C:33](=[CH:34][C:35]([F:39])=[CH:36][CH:37]=4)[NH:32][N:31]=3)=[O:29])=[C:23]([F:40])[CH:22]=2)[CH2:16]1)=O)(C)(C)C.[OH-].[Na+]. The catalyst is O.C(#N)C. The product is [F:40][C:23]1[CH:22]=[C:21]([C@H:17]2[O:18][CH2:19][CH2:20][NH:15][CH2:16]2)[CH:26]=[CH:25][C:24]=1[NH:27][C:28]([C:30]1[C:38]2[C:33](=[CH:34][C:35]([F:39])=[CH:36][CH:37]=2)[NH:32][N:31]=1)=[O:29]. The yield is 0.770. (3) The reactants are [CH3:1][N:2]1[C:14]2[CH2:13][CH2:12][CH2:11][C:10](=[O:15])[C:9]=2[C:8]2[C:3]1=[CH:4][CH:5]=[CH:6][CH:7]=2.[CH3:16][C:17]1[NH:18][CH:19]=[CH:20][N:21]=1.[CH3:22]N(CN(C)C)C.[Cl:29][Si](C)(C)C. The catalyst is C(#N)C.C1(C)C=CC=CC=1. The product is [OH2:15].[OH2:15].[ClH:29].[CH3:1][N:2]1[C:14]2[CH2:13][CH2:12][CH:11]([CH2:22][N:18]3[CH:19]=[CH:20][N:21]=[C:17]3[CH3:16])[C:10](=[O:15])[C:9]=2[C:8]2[C:3]1=[CH:4][CH:5]=[CH:6][CH:7]=2. The yield is 0.530. (4) The reactants are [C:1]([NH:9][NH:10][C:11]([C@H:13]1[CH2:18][CH2:17][C@H:16]([C:19]([O:21][CH3:22])=[O:20])[CH2:15][CH2:14]1)=[O:12])(=O)[C:2]1[CH:7]=[CH:6][CH:5]=[CH:4][CH:3]=1.P(Cl)(Cl)(Cl)=O. The catalyst is CC#N. The product is [C:2]1([C:1]2[O:12][C:11]([C@H:13]3[CH2:18][CH2:17][C@H:16]([C:19]([O:21][CH3:22])=[O:20])[CH2:15][CH2:14]3)=[N:10][N:9]=2)[CH:7]=[CH:6][CH:5]=[CH:4][CH:3]=1. The yield is 0.910. (5) The product is [Br:1][C:2]1[CH:10]=[CH:9][C:5]([CH2:6][OH:7])=[CH:4][C:3]=1[Cl:11]. The yield is 0.910. The catalyst is O1CCCC1. The reactants are [Br:1][C:2]1[CH:10]=[CH:9][C:5]([C:6](O)=[O:7])=[CH:4][C:3]=1[Cl:11].C(O)(=O)C. (6) The reactants are [Br:1]N1C(=O)CCC1=O.[CH2:9]([N:13]1[CH:17]([CH:18]([Br:20])[Br:19])[CH:16]=[C:15]([CH2:21][CH2:22][CH2:23][CH2:24][CH2:25][CH3:26])[C:14]1=[O:27])[CH2:10][CH2:11][CH3:12].C(OOC(=O)C1C=CC=CC=1)(=O)C1C=CC=CC=1. The catalyst is C(Cl)(Cl)(Cl)Cl. The product is [Br:1][CH:21]([C:15]1[C:14](=[O:27])[N:13]([CH2:9][CH2:10][CH2:11][CH3:12])[C:17](=[C:18]([Br:19])[Br:20])[CH:16]=1)[CH2:22][CH2:23][CH2:24][CH2:25][CH3:26]. The yield is 0.598. (7) The reactants are FC(F)(F)C(O)=O.[CH:8]([N:11]1[C:15]([C:16]2[N:25]=[C:24]3[N:18]([CH2:19][CH2:20][O:21][C:22]4[CH:29]=[C:28]([CH:30]5[CH2:35][CH2:34][NH:33][CH2:32][CH2:31]5)[CH:27]=[CH:26][C:23]=43)[CH:17]=2)=[N:14][CH:13]=[N:12]1)([CH3:10])[CH3:9].[OH:36][C:37]([CH3:42])([CH3:41])[C:38](O)=[O:39].CCN=C=NCCCN(C)C.C1C=CC2N(O)N=NC=2C=1.CCN(C(C)C)C(C)C.C(=O)(O)[O-].[Na+]. No catalyst specified. The product is [OH:36][C:37]([CH3:42])([CH3:41])[C:38]([N:33]1[CH2:34][CH2:35][CH:30]([C:28]2[CH:27]=[CH:26][C:23]3[C:24]4[N:18]([CH:17]=[C:16]([C:15]5[N:11]([CH:8]([CH3:10])[CH3:9])[N:12]=[CH:13][N:14]=5)[N:25]=4)[CH2:19][CH2:20][O:21][C:22]=3[CH:29]=2)[CH2:31][CH2:32]1)=[O:39]. The yield is 0.430.